The task is: Predict the product of the given reaction.. This data is from Forward reaction prediction with 1.9M reactions from USPTO patents (1976-2016). (1) Given the reactants [NH2:1][C:2]1[N:3]=[C:4]2[CH:9]=[CH:8][C:7]([O:10][C:11]3[CH:12]=[C:13]([NH:17][C:18](=[O:29])[C:19]4[CH:24]=[CH:23][CH:22]=[C:21]([C:25]([F:28])([F:27])[F:26])[CH:20]=4)[CH:14]=[CH:15][CH:16]=3)=[N:6][N:5]2[CH:30]=1.[C:31](Cl)(=[O:35])[O:32][CH2:33][CH3:34].C(N(CC)CC)C, predict the reaction product. The product is: [CH2:33]([O:32][C:31](=[O:35])[NH:1][C:2]1[N:3]=[C:4]2[CH:9]=[CH:8][C:7]([O:10][C:11]3[CH:16]=[CH:15][CH:14]=[C:13]([NH:17][C:18](=[O:29])[C:19]4[CH:24]=[CH:23][CH:22]=[C:21]([C:25]([F:28])([F:27])[F:26])[CH:20]=4)[CH:12]=3)=[N:6][N:5]2[CH:30]=1)[CH3:34]. (2) Given the reactants FC(F)(F)C1C=C(NC(=O)NC2C=CC(C3SC(CCC(O)=O)=NC=3)=CC=2)C=CC=1.[F:31][C:32]1[CH:37]=[C:36]([F:38])[CH:35]=[CH:34][C:33]=1[NH:39][C:40](=[O:65])[NH:41][C:42]1[CH:47]=[CH:46][C:45]([C:48]2[S:52][C:51]([CH:53]3[CH2:58][CH2:57][N:56]([CH2:59][C:60]([O:62]CC)=[O:61])[CH2:55][CH2:54]3)=[N:50][CH:49]=2)=[CH:44][CH:43]=1, predict the reaction product. The product is: [F:31][C:32]1[CH:37]=[C:36]([F:38])[CH:35]=[CH:34][C:33]=1[NH:39][C:40](=[O:65])[NH:41][C:42]1[CH:43]=[CH:44][C:45]([C:48]2[S:52][C:51]([CH:53]3[CH2:54][CH2:55][N:56]([CH2:59][C:60]([OH:62])=[O:61])[CH2:57][CH2:58]3)=[N:50][CH:49]=2)=[CH:46][CH:47]=1. (3) The product is: [S:1]1[C:5]([NH:11][C:14](=[O:23])[O:43][C:39]([CH3:42])([CH3:41])[CH3:40])=[CH:4][N:3]=[CH:2]1. Given the reactants [S:1]1[C:5](C(O)=O)=[CH:4][N:3]=[CH:2]1.CC[N:11]([CH2:14]C)CC.C1C=CC(P(N=[N+]=[N-])(C2C=CC=CC=2)=[O:23])=CC=1.CCOC(C)=O.[C:39]([OH:43])([CH3:42])([CH3:41])[CH3:40], predict the reaction product.